From a dataset of Catalyst prediction with 721,799 reactions and 888 catalyst types from USPTO. Predict which catalyst facilitates the given reaction. (1) Reactant: [O:1]=[C:2]1[NH:7][N:6]=[C:5]2[CH2:8][CH2:9][N:10]([C:11]([O:13][CH2:14][C:15]3[CH:20]=[CH:19][CH:18]=[CH:17][CH:16]=3)=[O:12])[CH:4]2[CH2:3]1.O. The catalyst class is: 879. Product: [O:1]=[C:2]1[NH:7][N:6]=[C:5]2[CH2:8][CH2:9][N:10]([C:11]([O:13][CH2:14][C:15]3[CH:20]=[CH:19][CH:18]=[CH:17][CH:16]=3)=[O:12])[C:4]2=[CH:3]1. (2) Reactant: [CH2:1]([O:8][C:9]([NH:11][C@@H:12]([C:16]([CH3:28])([S:18][C:19]1[CH:24]=[CH:23][CH:22]=[CH:21][C:20]=1[N+:25]([O-])=O)[CH3:17])[C:13]([OH:15])=[O:14])=[O:10])[C:2]1[CH:7]=[CH:6][CH:5]=[CH:4][CH:3]=1.[NH4+].[Cl-]. Product: [NH2:25][C:20]1[CH:21]=[CH:22][CH:23]=[CH:24][C:19]=1[S:18][C:16]([CH3:28])([CH3:17])[C@H:12]([NH:11][C:9]([O:8][CH2:1][C:2]1[CH:7]=[CH:6][CH:5]=[CH:4][CH:3]=1)=[O:10])[C:13]([OH:15])=[O:14]. The catalyst class is: 284. (3) Product: [Cl:8][C:6]1[N:5]=[C:4]([N:10]2[C:13]([CH3:12])=[CH:14][C:15]([CH3:16])=[N:11]2)[N:3]=[C:2]([NH2:1])[CH:7]=1. The catalyst class is: 179. Reactant: [NH2:1][C:2]1[CH:7]=[C:6]([Cl:8])[N:5]=[C:4](Cl)[N:3]=1.[NH2:10][NH2:11].[CH3:12][C:13](=O)[CH2:14][C:15](=O)[CH3:16].C(O)C. (4) Reactant: [OH-].[Na+].[N:3]1([CH2:16][CH2:17][CH2:18][CH2:19][CH2:20][C:21]([O:23]CC)=[O:22])[C:15]2[C:14]3[CH:13]=[CH:12][CH:11]=[CH:10][C:9]=3[N:8]=[CH:7][C:6]=2[N:5]=[CH:4]1. Product: [N:3]1([CH2:16][CH2:17][CH2:18][CH2:19][CH2:20][C:21]([OH:23])=[O:22])[C:15]2[C:14]3[CH:13]=[CH:12][CH:11]=[CH:10][C:9]=3[N:8]=[CH:7][C:6]=2[N:5]=[CH:4]1. The catalyst class is: 97. (5) Reactant: Cl[C:2]1[CH:7]=[C:6]([C:8]2[C:16]3[C:11](=[N:12][CH:13]=[CH:14][CH:15]=3)[NH:10][CH:9]=2)[CH:5]=[C:4]([Cl:17])[N:3]=1.[C@@H:18]1([NH2:25])[CH2:23][CH2:22][CH2:21][CH2:20][C@H:19]1[NH2:24]. Product: [Cl:17][C:4]1[N:3]=[C:2]([NH:24][C@@H:19]2[CH2:20][CH2:21][CH2:22][CH2:23][C@H:18]2[NH2:25])[CH:7]=[C:6]([C:8]2[C:16]3[C:11](=[N:12][CH:13]=[CH:14][CH:15]=3)[NH:10][CH:9]=2)[CH:5]=1. The catalyst class is: 10. (6) Reactant: [F:1][C:2]1[CH:3]=[CH:4][C:5]([NH:11][CH2:12][CH2:13][CH2:14][C:15]([F:18])([F:17])[F:16])=[C:6]([CH:10]=1)[C:7]([OH:9])=O.[CH3:19][C:20]([NH2:24])([C:22]#[CH:23])[CH3:21].C1C=CC2N(O)N=NC=2C=1.CCN=C=NCCCN(C)C.CCN(C(C)C)C(C)C. Product: [F:1][C:2]1[CH:3]=[CH:4][C:5]([NH:11][CH2:12][CH2:13][CH2:14][C:15]([F:18])([F:17])[F:16])=[C:6]([CH:10]=1)[C:7]([NH:24][C:20]([CH3:21])([C:22]#[CH:23])[CH3:19])=[O:9]. The catalyst class is: 2. (7) The catalyst class is: 1. Reactant: [N:1]1[CH:6]=[CH:5][CH:4]=[CH:3][C:2]=1[C:7]1[O:11][C:10]([C:12](=[O:14])[CH3:13])=[N:9][CH:8]=1.C[Si]([N-][Si](C)(C)C)(C)C.[K+].[C:25]1([CH2:31][CH2:32][CH2:33][CH2:34][CH:35]=[O:36])[CH:30]=[CH:29][CH:28]=[CH:27][CH:26]=1. Product: [OH:36][CH:35]([CH2:34][CH2:33][CH2:32][CH2:31][C:25]1[CH:26]=[CH:27][CH:28]=[CH:29][CH:30]=1)[CH2:13][C:12]([C:10]1[O:11][C:7]([C:2]2[CH:3]=[CH:4][CH:5]=[CH:6][N:1]=2)=[CH:8][N:9]=1)=[O:14]. (8) Reactant: Br[C:2]1[CH:3]=[CH:4][CH:5]=[C:6]2[C:11]=1[N:10]=[C:9]([N:12]1[CH2:17][CH2:16][N:15]([C:18]([O:20][C:21]([CH3:24])([CH3:23])[CH3:22])=[O:19])[CH2:14][CH2:13]1)[N:8]=[CH:7]2.[CH2:25]([Cl:27])Cl.C([O-])(O)=O.[Na+]. Product: [Cl:27][C:25]1[CH:4]=[CH:3][CH:2]=[CH:11][C:6]=1[C:2]1[CH:3]=[CH:4][CH:5]=[C:6]2[C:11]=1[N:10]=[C:9]([N:12]1[CH2:13][CH2:14][N:15]([C:18]([O:20][C:21]([CH3:23])([CH3:24])[CH3:22])=[O:19])[CH2:16][CH2:17]1)[N:8]=[CH:7]2. The catalyst class is: 75. (9) Reactant: [NH:1]1[CH:5]=[CH:4][CH:3]=[C:2]1[C:6]([O:8][CH2:9][CH3:10])=[O:7].[Al+3].[Cl-].[Cl-].[Cl-].[C:15](Cl)(=[O:17])[CH3:16].CO. Product: [C:15]([C:4]1[CH:3]=[C:2]([C:6]([O:8][CH2:9][CH3:10])=[O:7])[NH:1][CH:5]=1)(=[O:17])[CH3:16]. The catalyst class is: 417. (10) Reactant: C1(C)C=CC(S([CH2:10][N+:11]#[C-:12])(=O)=O)=CC=1.[N:14]1[CH:19]=[CH:18][CH:17]=[CH:16][C:15]=1[CH2:20][O:21][C:22]1[CH:27]=[CH:26][C:25]([C@@:28]2([C:35]3[CH:42]=[CH:41][C:38]([CH:39]=[O:40])=[CH:37][CH:36]=3)[CH2:33][CH:32]3[CH2:34][CH:29]2[CH2:30][CH2:31]3)=[CH:24][CH:23]=1.C(=O)([O-])[O-].[K+].[K+].O. Product: [O:40]1[C:39]([C:38]2[CH:41]=[CH:42][C:35]([C@:28]3([C:25]4[CH:24]=[CH:23][C:22]([O:21][CH2:20][C:15]5[CH:16]=[CH:17][CH:18]=[CH:19][N:14]=5)=[CH:27][CH:26]=4)[CH2:33][CH:32]4[CH2:34][CH:29]3[CH2:30][CH2:31]4)=[CH:36][CH:37]=2)=[CH:12][N:11]=[CH:10]1. The catalyst class is: 5.